From a dataset of Drug-target binding data from BindingDB using IC50 measurements. Regression. Given a target protein amino acid sequence and a drug SMILES string, predict the binding affinity score between them. We predict pIC50 (pIC50 = -log10(IC50 in M); higher means more potent). Dataset: bindingdb_ic50. (1) The small molecule is CC(C)N(CCCNC(=O)Nc1ccc(C(C)(C)C)cc1)[C@@H](C)[C@H]1O[C@@H](n2cnc3c(N)ncnc32)[C@H](O)[C@@H]1O. The target protein (Q8TEK3) has sequence MGEKLELRLKSPVGAEPAVYPWPLPVYDKHHDAAHEIIETIRWVCEEIPDLKLAMENYVLIDYDTKSFESMQRLCDKYNRAIDSIHQLWKGTTQPMKLNTRPSTGLLRHILQQVYNHSVTDPEKLNNYEPFSPEVYGETSFDLVAQMIDEIKMTDDDLFVDLGSGVGQVVLQVAAATNCKHHYGVEKADIPAKYAETMDREFRKWMKWYGKKHAEYTLERGDFLSEEWRERIANTSVIFVNNFAFGPEVDHQLKERFANMKEGGRIVSSKPFAPLNFRINSRNLSDIGTIMRVVELSPLKGSVSWTGKPVSYYLHTIDRTILENYFSSLKNPKLREEQEAARRRQQRESKSNAATPTKGPEGKVAGPADAPMDSGAEEEKAGAATVKKPSPSKARKKKLNKKGRKMAGRKRGRPKKMNTANPERKPKKNQTALDALHAQTVSQTAASSPQDAYRSPHSPFYQLPPSVQRHSPNPLLVAPTPPALQKLLESFKIQYLQFLA.... The pIC50 is 8.2. (2) The compound is CN1CCN(c2cccc3nc(CN(C)[C@H]4CCCc5cccnc54)c(CO)n23)CC1. The target protein (P70658) has sequence MEPISVSIYTSDNYSEEVGSGDYDSNKEPCFRDENVHFNRIFLPTIYFIIFLTGIVGNGLVILVMGYQKKLRSMTDKYRLHLSVADLLFVITLPFWAVDAMADWYFGKFLCKAVHIIYTVNLYSSVLILAFISLDRYLAIVHATNSQRPRKLLAEKAVYVGVWIPALLLTIPDFIFADVSQGDISQGDDRYICDRLYPDSLWMVVFQFQHIMVGLILPGIVILSCYCIIISKLSHSKGHQKRKALKTTVILILAFFACWLPYYVGISIDSFILLGVIKQGCDFESIVHKWISITEALAFFHCCLNPILYAFLGAKFKSSAQHALNSMSRGSSLKILSKGKRGGHSSVSTESESSSFHSS. The pIC50 is 8.7. (3) The drug is COc1ccc2ccc(S(=O)(=O)N(C)[C@H]3CCN(Cc4ccc(C(=N)N)s4)C3=O)cc2c1. The target protein (Q92876) has sequence MKKLMVVLSLIAAAWAEEQNKLVHGGPCDKTSHPYQAALYTSGHLLCGGVLIHPLWVLTAAHCKKPNLQVFLGKHNLRQRESSQEQSSVVRAVIHPDYDAASHDQDIMLLRLARPAKLSELIQPLPLERDCSANTTSCHILGWGKTADGDFPDTIQCAYIHLVSREECEHAYPGQITQNMLCAGDEKYGKDSCQGDSGGPLVCGDHLRGLVSWGNIPCGSKEKPGVYTNVCRYTNWIQKTIQAK. The pIC50 is 5.1. (4) The drug is COC(=O)c1cc2occc2n1CC(=O)Nc1ccc(OC)c(OC)c1OC. The target protein sequence is MDREPVTVRSYANIAIIKYWGKKKEKEMVPATSSISLTLENMYTETTLSPLPANVTADEFYINGQLQNEVEHAKMSKIIDRYRPAGEGFVRIDTQNNMPTAAGLSSSSSGLSALVKACNAYFKLGLDRSQLAQEAKFASGSSSRSFYGPLGAWDKDSGEIYPVETDLKLAMIMLVLEDKKKPISSRDGMKLCVETSTTFDDWVRQSEKDYQDMLIYLKENDFAKIGELTEKNALAMHATTKTASPAFSYLTDASYEAMDFVRQLREKGEACYFTMDAGPNVKVFCQEKDLEHLSEIFGQRYRLIVSKTKDLSQDDCC. The pIC50 is 2.0. (5) The small molecule is NCCc1cccc(C#Cc2ccc(C#Cc3cccc(CCN)c3)cc2)c1. The target protein (Q7U0P8) has sequence MEIIPPRLKEPLYRLYELRLRQGLAASKSDLPRHIAVLCDGNRRWARSAGYDDVSYGYRMGAAKIAEMLRWCHEAGIELATVYLLSTENLQRDPDELAALIEIITDVVEEICAPANHWSVRTVGDLGLIGEEPARRLRGAVESTPEVASFHVNVAVGYGGRREIVDAVRALLSKELANGATAEELVDAVTVEGISENLYTSGQPDPDLVIRTSGEQRLSGFLLWQSAYSEMWFTEAHWPAFRHVDFLRALRDYSARHRRYGR. The pIC50 is 4.7. (6) The small molecule is O=S(=O)(NCCNC/C=C/c1ccc(Br)cc1)c1cccc2cnccc12. The target protein (Q62868) has sequence MSRPPPTGKMPGAPEAAAGDGAGAGRQRKLEALIRDPRSPINVESLLDGLNSLVLDLDFPALRKNKNIDNFLNRYEKIVKKIRGLQMKAEDYDVVKVIGRGAFGEVQLVRHKASQKVYAMKLLSKFEMIKRSDSAFFWEERDIMAFANSPWVVQLFCAFQDDRYLYMVMEYMPGGDLVNLMSNYDVPEKWAKFYTAEVVLALDAIHSMGLIHRDVKPDNMLLDKHGHLKLADFGTCMKMDETGMVHCDTAVGTPDYISPEVLKSQGGDGYYGRECDWWSVGVFLFEMLVGDTPFYADSLVGTYSKIMDHKNSLCFPEDTEISKHAKNLICAFLTDREVRLGRNGVEEIKSASFFKNDQWNWDNIRETAAPVVPELSSDIDSSNFDDIEDDKGDVETFPIPKAFVGNQLPFIGFTYFRENLLLSDSPPCRENDAIQTRKSEESQEIQKKLYALEEHLSSEVQAKEELEQKCKSINTRLEKTAKELEEEITFRKNVESTLRQ.... The pIC50 is 6.6. (7) The drug is OC(CNCCc1ccc(C(F)(F)F)cc1)COc1cccc2ccccc12. The target protein (P35639) has sequence MAAESLPFTLETVSSWELEAWYEDLQEVLSSDEIGGTYISSPGNEEEESKTFTTLDPASLAWLTEEPGPTEVTRTSQSPRSPDSSQSSMAQEEEEEEQGRTRKRKQSGQCPARPGKQRMKEKEQENERKVAQLAEENERLKQEIERLTREVETTRRALIDRMVSLHQA. The pIC50 is 5.0. (8) The drug is O=c1[nH][nH]c(=O)n1-c1ccccc1. The target is XTSFAESXKPVQQPSAFGS. The pIC50 is 4.0.